From a dataset of Full USPTO retrosynthesis dataset with 1.9M reactions from patents (1976-2016). Predict the reactants needed to synthesize the given product. (1) Given the product [Br:1][C:2]1[N:6]=[C:5]([NH:7][C:13](=[O:14])[O:12][C:9]([CH3:11])([CH3:10])[CH3:8])[S:4][N:3]=1, predict the reactants needed to synthesize it. The reactants are: [Br:1][C:2]1[N:6]=[C:5]([NH2:7])[S:4][N:3]=1.[CH3:8][C:9]([O:12][C:13](O[C:13]([O:12][C:9]([CH3:11])([CH3:10])[CH3:8])=[O:14])=[O:14])([CH3:11])[CH3:10]. (2) Given the product [CH:1]1([N:6]2[C:10]3[N:11]=[C:12]4[CH2:19][N:18]([CH2:26][C:25]5[CH:28]=[CH:29][C:22]([O:21][CH3:20])=[CH:23][CH:24]=5)[CH2:17][CH2:16][N:13]4[C:14](=[O:15])[C:9]=3[CH:8]=[N:7]2)[CH2:5][CH2:4][CH2:3][CH2:2]1, predict the reactants needed to synthesize it. The reactants are: [CH:1]1([N:6]2[C:10]3[N:11]=[C:12]4[CH2:19][NH:18][CH2:17][CH2:16][N:13]4[C:14](=[O:15])[C:9]=3[CH:8]=[N:7]2)[CH2:5][CH2:4][CH2:3][CH2:2]1.[CH3:20][O:21][C:22]1[CH:29]=[CH:28][C:25]([CH:26]=O)=[CH:24][CH:23]=1.[Na]. (3) Given the product [F:9][C:6]1[CH:7]=[CH:8][C:3]([CH:13]=[O:14])=[C:4]([CH3:10])[CH:5]=1, predict the reactants needed to synthesize it. The reactants are: [Mg].Br[C:3]1[CH:8]=[CH:7][C:6]([F:9])=[CH:5][C:4]=1[CH3:10].CN(C)[CH:13]=[O:14].Cl. (4) Given the product [NH2:2][C:3]1[N:8]=[CH:7][C:6]([C:9]2[CH:31]=[CH:30][C:12]([C:13]([NH:15][CH2:16][C:17]3[CH:22]=[N:21][C:20]([CH3:23])=[C:19]4[O:24][C:25]([CH3:28])([CH3:29])[O:26][CH2:27][C:18]=34)=[O:14])=[CH:11][CH:10]=2)=[CH:5][CH:4]=1, predict the reactants needed to synthesize it. The reactants are: O[NH:2][C:3]1[N:8]=[CH:7][C:6]([C:9]2[CH:31]=[CH:30][C:12]([C:13]([NH:15][CH2:16][C:17]3[CH:22]=[N:21][C:20]([CH3:23])=[C:19]4[O:24][C:25]([CH3:29])([CH3:28])[O:26][CH2:27][C:18]=34)=[O:14])=[CH:11][CH:10]=2)=[CH:5][CH:4]=1.